This data is from Full USPTO retrosynthesis dataset with 1.9M reactions from patents (1976-2016). The task is: Predict the reactants needed to synthesize the given product. Given the product [ClH:29].[F:28][C:23]1[CH:24]=[CH:25][CH:26]=[CH:27][C:22]=1[C:17]1[C:18]2[C:19]3[CH2:20][CH2:21][NH:8][CH2:9][CH2:10][C:11]=3[NH:12][C:13]=2[CH:14]=[CH:15][CH:16]=1, predict the reactants needed to synthesize it. The reactants are: C([N:8]1[CH2:21][CH2:20][C:19]2[C:18]3[C:17]([C:22]4[CH:27]=[CH:26][CH:25]=[CH:24][C:23]=4[F:28])=[CH:16][CH:15]=[CH:14][C:13]=3[NH:12][C:11]=2[CH2:10][CH2:9]1)C1C=CC=CC=1.[ClH:29].